Dataset: Forward reaction prediction with 1.9M reactions from USPTO patents (1976-2016). Task: Predict the product of the given reaction. (1) Given the reactants [F:1][C:2]([F:14])([F:13])[C:3]1[N:4]=[C:5]([C:8]2([C:11]#[N:12])[CH2:10][CH2:9]2)[S:6][CH:7]=1.[CH3:15][C:16]([O:19][C:20](O[C:20]([O:19][C:16]([CH3:18])([CH3:17])[CH3:15])=[O:21])=[O:21])([CH3:18])[CH3:17].[BH4-].[Na+].NCCNCCN, predict the reaction product. The product is: [F:14][C:2]([F:1])([F:13])[C:3]1[N:4]=[C:5]([C:8]2([CH2:11][NH:12][C:20](=[O:21])[O:19][C:16]([CH3:18])([CH3:17])[CH3:15])[CH2:9][CH2:10]2)[S:6][CH:7]=1. (2) Given the reactants Cl[CH2:2][C:3]([NH:5][C@H:6]1[CH2:11][CH2:10][CH2:9][N:8]([C:12]([C:14]2[S:15][C:16]([C:19]3[C:23]([CH3:24])=[C:22]([C:25]([F:28])([F:27])[F:26])[O:21][N:20]=3)=[CH:17][CH:18]=2)=[O:13])[CH2:7]1)=[O:4].C([O-])([O-])=O.[K+].[K+].[CH3:35][N:36]1[CH2:41][CH2:40][NH:39][CH2:38][CH2:37]1, predict the reaction product. The product is: [CH3:35][N:36]1[CH2:41][CH2:40][N:39]([CH2:2][C:3]([NH:5][C@H:6]2[CH2:11][CH2:10][CH2:9][N:8]([C:12]([C:14]3[S:15][C:16]([C:19]4[C:23]([CH3:24])=[C:22]([C:25]([F:28])([F:27])[F:26])[O:21][N:20]=4)=[CH:17][CH:18]=3)=[O:13])[CH2:7]2)=[O:4])[CH2:38][CH2:37]1.